This data is from Forward reaction prediction with 1.9M reactions from USPTO patents (1976-2016). The task is: Predict the product of the given reaction. (1) Given the reactants [CH2:1]([O:3][C:4]1[C:12]2[C:11](=[O:13])[N:10]([C:14]3[C:19]([F:20])=[CH:18][C:17]([CH2:21][C:22]([O:24][CH2:25][CH3:26])=[O:23])=[CH:16][C:15]=3[F:27])[C:9](=[O:28])[C:8]=2[C:7]([O:29][CH2:30][CH3:31])=[C:6]2[CH:32]=[CH:33][CH:34]=[CH:35][C:5]=12)[CH3:2].[BH4-].[Na+], predict the reaction product. The product is: [CH2:30]([O:29][C:7]1[C:8]2[C:9](=[O:28])[N:10]([C:14]3[C:15]([F:27])=[CH:16][C:17]([CH2:21][C:22]([O:24][CH2:25][CH3:26])=[O:23])=[CH:18][C:19]=3[F:20])[CH:11]([OH:13])[C:12]=2[C:4]([O:3][CH2:1][CH3:2])=[C:5]2[CH:35]=[CH:34][CH:33]=[CH:32][C:6]=12)[CH3:31]. (2) The product is: [CH2:1]1[CH2:11][CH2:10][N:9]2[C:4](=[N:5][CH2:6][CH2:7][CH2:8]2)[CH2:3][CH2:2]1.[CH:12]1[CH:17]=[C:16]([C:18]([OH:20])=[O:19])[C:15]([C:21]([OH:23])=[O:22])=[CH:14][CH:13]=1. Given the reactants [CH2:1]1[CH2:11][CH2:10][N:9]2[C:4](=[N:5][CH2:6][CH2:7][CH2:8]2)[CH2:3][CH2:2]1.[CH:12]1[CH:17]=[C:16]([C:18]([OH:20])=[O:19])[C:15]([C:21]([OH:23])=[O:22])=[CH:14][CH:13]=1.C1(O)C=CC=CC=1, predict the reaction product. (3) Given the reactants [O:1]=[C:2]1[N:6]2[CH2:7][CH2:8][N:9](C(OC(C)(C)C)=O)[CH2:10][CH:5]2[CH2:4][N:3]1[C:18]1[CH:23]=[CH:22][CH:21]=[C:20]([C:24]([F:27])([F:26])[F:25])[CH:19]=1.C(OCC)(=O)C.[ClH:34], predict the reaction product. The product is: [ClH:34].[F:26][C:24]([F:25])([F:27])[C:20]1[CH:19]=[C:18]([N:3]2[CH2:4][CH:5]3[CH2:10][NH:9][CH2:8][CH2:7][N:6]3[C:2]2=[O:1])[CH:23]=[CH:22][CH:21]=1. (4) Given the reactants C[O:2][CH:3](OC)[CH2:4][S:5][C:6]1[CH:7]=[C:8]2[C:13](=[CH:14][CH:15]=1)[N:12]=[CH:11][CH:10]=[CH:9]2, predict the reaction product. The product is: [N:12]1[C:13]2[C:8](=[CH:7][C:6]([S:5][CH2:4][CH:3]=[O:2])=[CH:15][CH:14]=2)[CH:9]=[CH:10][CH:11]=1. (5) Given the reactants Cl.Cl.[O:3]1[C:7]2[CH:8]=[CH:9][C:10]([C:12]3([CH2:18][CH2:19][N:20]4[CH:25]5[CH2:26][CH2:27][CH:21]4[CH2:22][CH:23]([N:28]4[C:32]6[CH:33]=[CH:34][CH:35]=[CH:36][C:31]=6[N:30]=[C:29]4[CH3:37])[CH2:24]5)[CH2:17][CH2:16][NH:15][CH2:14][CH2:13]3)=[CH:11][C:6]=2[O:5][CH2:4]1.C(N(CC)CC)C.[C:45](O)(=[O:49])[CH:46]([CH3:48])[CH3:47].F[P-](F)(F)(F)(F)F.N1(OC(N(C)C)=[N+](C)C)C2N=CC=CC=2N=N1, predict the reaction product. The product is: [O:3]1[C:7]2[CH:8]=[CH:9][C:10]([C:12]3([CH2:18][CH2:19][N:20]4[C@H:25]5[CH2:26][CH2:27][C@@H:21]4[CH2:22][CH:23]([N:28]4[C:32]6[CH:33]=[CH:34][CH:35]=[CH:36][C:31]=6[N:30]=[C:29]4[CH3:37])[CH2:24]5)[CH2:13][CH2:14][N:15]([C:45](=[O:49])[CH:46]([CH3:48])[CH3:47])[CH2:16][CH2:17]3)=[CH:11][C:6]=2[O:5][CH2:4]1. (6) Given the reactants [CH3:1][N:2]1[C:6]([NH:7][C:8]([C:21]2[CH:26]=[CH:25][CH:24]=[CH:23][CH:22]=2)([C:15]2[CH:20]=[CH:19][CH:18]=[CH:17][CH:16]=2)[C:9]2[CH:14]=[CH:13][CH:12]=[CH:11][CH:10]=2)=[C:5]([NH:27][C:28](=[O:35])[CH2:29][C:30]([O:32]CC)=[O:31])[CH:4]=[N:3]1.[OH-].[Na+], predict the reaction product. The product is: [CH3:1][N:2]1[C:6]([NH:7][C:8]([C:15]2[CH:16]=[CH:17][CH:18]=[CH:19][CH:20]=2)([C:21]2[CH:26]=[CH:25][CH:24]=[CH:23][CH:22]=2)[C:9]2[CH:10]=[CH:11][CH:12]=[CH:13][CH:14]=2)=[C:5]([NH:27][C:28](=[O:35])[CH2:29][C:30]([OH:32])=[O:31])[CH:4]=[N:3]1. (7) Given the reactants [S:1](Cl)([CH3:4])(=[O:3])=[O:2].Cl.[NH2:7][C:8]1[N:9]=[C:10]([C:17]([C:19]2[CH:24]=[CH:23][C:22]([N+:25]([O-:27])=[O:26])=[C:21]([O:28][CH3:29])[CH:20]=2)=[O:18])[N:11]2[CH:16]=[CH:15][CH:14]=[CH:13][C:12]=12, predict the reaction product. The product is: [CH3:29][O:28][C:21]1[CH:20]=[C:19]([CH:24]=[CH:23][C:22]=1[N+:25]([O-:27])=[O:26])[C:17]([C:10]1[N:11]2[CH:16]=[CH:15][CH:14]=[CH:13][C:12]2=[C:8]([NH:7][S:1]([CH3:4])(=[O:3])=[O:2])[N:9]=1)=[O:18]. (8) Given the reactants [Si:1](Cl)([C:4]([CH3:7])([CH3:6])[CH3:5])([CH3:3])[CH3:2].[S:9]1[CH:13]=[CH:12][CH:11]=[C:10]1[CH2:14][CH2:15][OH:16].N1C=CN=C1, predict the reaction product. The product is: [C:4]([Si:1]([CH3:3])([CH3:2])[O:16][CH2:15][CH2:14][C:10]1[S:9][CH:13]=[CH:12][CH:11]=1)([CH3:7])([CH3:6])[CH3:5].